From a dataset of Reaction yield outcomes from USPTO patents with 853,638 reactions. Predict the reaction yield, written as a fraction of the theoretical maximum amount of product (1.0 means a 100% yield; for example, 0.34 means a 34% yield). (1) The reactants are [CH3:1][C:2]1[S:3][C:4]2[CH:10]=[C:9]([S:11](Cl)(=[O:13])=[O:12])[CH:8]=[CH:7][C:5]=2[N:6]=1.[NH:15]1[CH2:20][CH2:19][CH2:18][CH2:17][CH2:16]1.CCCCCC. The catalyst is C(Cl)(Cl)Cl.C(OCC)(=O)C. The product is [CH3:1][C:2]1[S:3][C:4]2[CH:10]=[C:9]([S:11]([N:15]3[CH2:20][CH2:19][CH2:18][CH2:17][CH2:16]3)(=[O:13])=[O:12])[CH:8]=[CH:7][C:5]=2[N:6]=1. The yield is 0.740. (2) The reactants are [CH3:1][S:2][C:3]1[NH:4][C:5](=O)[C:6]([C:9]2[CH:14]=[CH:13][N:12]=[C:11]([NH:15][C:16]3[CH:23]=[CH:22][C:19]([C:20]#[N:21])=[CH:18][CH:17]=3)[N:10]=2)=[CH:7][N:8]=1.O=P(Cl)(Cl)[Cl:27].C([O-])([O-])=O.[Na+].[Na+]. The catalyst is C(Cl)Cl. The product is [Cl:27][C:5]1[C:6]([C:9]2[CH:14]=[CH:13][N:12]=[C:11]([NH:15][C:16]3[CH:23]=[CH:22][C:19]([C:20]#[N:21])=[CH:18][CH:17]=3)[N:10]=2)=[CH:7][N:8]=[C:3]([S:2][CH3:1])[N:4]=1. The yield is 0.530. (3) The reactants are [OH:1][CH2:2][CH:3]1[CH2:6][N:5]([C:7]([O:9][C:10]([CH3:13])([CH3:12])[CH3:11])=[O:8])[CH2:4]1.C(N(CC)CC)C.[CH3:21][S:22](Cl)(=[O:24])=[O:23]. The catalyst is O1CCCC1. The product is [CH3:21][S:22]([O:1][CH2:2][CH:3]1[CH2:6][N:5]([C:7]([O:9][C:10]([CH3:13])([CH3:12])[CH3:11])=[O:8])[CH2:4]1)(=[O:24])=[O:23]. The yield is 0.920. (4) The reactants are [C:1]([O:5][C:6]([N:8]1[CH2:12][CH2:11][CH2:10][C:9]1([CH2:15][CH2:16][CH2:17][CH3:18])[CH:13]=[O:14])=[O:7])([CH3:4])([CH3:3])[CH3:2].[Cl:19][C:20]1[CH:21]=[C:22]([Mg]Br)[CH:23]=[CH:24][C:25]=1[Cl:26]. The catalyst is C1COCC1. The product is [C:1]([O:5][C:6]([N:8]1[CH2:12][CH2:11][CH2:10][C:9]1([CH2:15][CH2:16][CH2:17][CH3:18])[CH:13]([C:23]1[CH:22]=[CH:21][C:20]([Cl:19])=[C:25]([Cl:26])[CH:24]=1)[OH:14])=[O:7])([CH3:4])([CH3:3])[CH3:2]. The yield is 0.460.